This data is from Catalyst prediction with 721,799 reactions and 888 catalyst types from USPTO. The task is: Predict which catalyst facilitates the given reaction. (1) Reactant: [C:1](O[K])(C)(C)C.P(=O)(OC=[N+]=[N-])OC.[CH3:15][N:16]1[CH2:20][CH2:19][CH2:18][C@H:17]1[C:21]1[CH:22]=[C:23]([CH:27]=O)[CH:24]=[N:25][CH:26]=1. Product: [C:27]([C:23]1[CH:24]=[N:25][CH:26]=[C:21]([CH:17]2[CH2:18][CH2:19][CH2:20][N:16]2[CH3:15])[CH:22]=1)#[CH:1]. The catalyst class is: 1. (2) Product: [CH3:1][O:2][C:3](=[O:12])[CH2:4][CH:5]1[C:9](=[O:10])[N:8]([CH2:14][C:15]2[CH:24]=[CH:23][C:22]3[C:17](=[CH:18][CH:19]=[CH:20][CH:21]=3)[CH:16]=2)[C:7](=[O:11])[NH:6]1. Reactant: [CH3:1][O:2][C:3](=[O:12])[CH2:4][CH:5]1[C:9](=[O:10])[NH:8][C:7](=[O:11])[NH:6]1.Br[CH2:14][C:15]1[CH:24]=[CH:23][C:22]2[C:17](=[CH:18][CH:19]=[CH:20][CH:21]=2)[CH:16]=1.[O-]S([O-])(=O)=O.[Mg+2].C([O-])([O-])=O.[K+].[K+]. The catalyst class is: 3. (3) Reactant: [C:1]([C:4]1[CH:9]=[CH:8][C:7]([NH:10][C:11]2[C:12]3[C:19]([CH3:20])=[C:18]([C:21]([O:23]C)=O)[S:17][C:13]=3[N:14]=[CH:15][N:16]=2)=[C:6]([O:25][CH2:26][CH3:27])[CH:5]=1)(=[O:3])[NH2:2].[Cl-].[NH4+:29]. Product: [C:1]([C:4]1[CH:9]=[CH:8][C:7]([NH:10][C:11]2[C:12]3[C:19]([CH3:20])=[C:18]([C:21]([NH2:29])=[O:23])[S:17][C:13]=3[N:14]=[CH:15][N:16]=2)=[C:6]([O:25][CH2:26][CH3:27])[CH:5]=1)(=[O:3])[NH2:2]. The catalyst class is: 547. (4) Reactant: [CH3:1][C:2]([OH:11])([CH2:4][CH2:5][CH2:6][CH:7]([CH3:10])[CH:8]=[CH2:9])[CH3:3].[CH2:12](Br)[CH:13]=[CH2:14].[H-].[Na+]. Product: [CH2:14]([O:11][C:2]([CH3:1])([CH3:3])[CH2:4][CH2:5][CH2:6][CH:7]([CH3:10])[CH:8]=[CH2:9])[CH:13]=[CH2:12]. The catalyst class is: 3. (5) Reactant: [NH2:1][C:2]1[CH:3]=[CH:4][C:5]([CH3:22])=[C:6]([NH:8][C:9]2[N:10]=[CH:11][C:12]3[N:17]=[C:16]([NH:18][C:19](=[O:21])[CH3:20])[S:15][C:13]=3[N:14]=2)[CH:7]=1.[C:23]([CH2:25][CH2:26][C:27]1[CH:28]=[C:29]([CH:33]=[CH:34][CH:35]=1)[C:30](O)=[O:31])#[N:24].F[P-](F)(F)(F)(F)F.N1(OC(N(C)C)=[N+](C)C)C2N=CC=CC=2N=N1.C(=O)([O-])O.[Na+]. Product: [C:19]([NH:18][C:16]1[S:15][C:13]2[N:14]=[C:9]([NH:8][C:6]3[CH:7]=[C:2]([NH:1][C:30](=[O:31])[C:29]4[CH:33]=[CH:34][CH:35]=[C:27]([CH2:26][CH2:25][C:23]#[N:24])[CH:28]=4)[CH:3]=[CH:4][C:5]=3[CH3:22])[N:10]=[CH:11][C:12]=2[N:17]=1)(=[O:21])[CH3:20]. The catalyst class is: 17. (6) Reactant: [CH2:1]([C:3]1[CH:4]=[C:5]([CH:8]=[C:9]([CH3:12])[C:10]=1[OH:11])[C:6]#[N:7])[CH3:2].C1C=CC(P(C2C=CC=CC=2)C2C=CC=CC=2)=CC=1.[CH2:32]1[O:34][C@@H:33]1[CH2:35]O.CCOC(/N=N/C(OCC)=O)=O.C1(C)C=CC=CC=1. Product: [CH2:1]([C:3]1[CH:4]=[C:5]([CH:8]=[C:9]([CH3:12])[C:10]=1[O:11][CH2:35][CH:33]1[CH2:32][O:34]1)[C:6]#[N:7])[CH3:2]. The catalyst class is: 1. (7) Reactant: [Br:1][C:2]1[CH:9]=[CH:8][C:5]([CH:6]=O)=[CH:4][C:3]=1OC.Cl.[NH2:13][OH:14].[C:15](=[O:18])([O-])[O-].[Na+].[Na+]. Product: [Br:1][C:2]1[CH:9]=[CH:8][C:5]([CH:6]=[N:13][OH:14])=[C:4]([O:18][CH3:15])[CH:3]=1. The catalyst class is: 24. (8) Reactant: [CH3:1][C:2]1[CH:22]=[CH:21][C:20]([CH3:23])=[CH:19][C:3]=1[CH2:4][O:5][CH:6]1[CH2:11][CH2:10][N:9](C(OC(C)(C)C)=O)[CH2:8][CH2:7]1.C(O)(C(F)(F)F)=O. Product: [CH3:1][C:2]1[CH:22]=[CH:21][C:20]([CH3:23])=[CH:19][C:3]=1[CH2:4][O:5][CH:6]1[CH2:11][CH2:10][NH:9][CH2:8][CH2:7]1. The catalyst class is: 2.